This data is from Full USPTO retrosynthesis dataset with 1.9M reactions from patents (1976-2016). The task is: Predict the reactants needed to synthesize the given product. (1) Given the product [C:20]([C:19]1[CH:22]=[CH:23][C:16]([N:10]2[C:11](=[O:15])[C:12]([CH3:14])([CH3:13])[N:8]([C:5]3[CH:4]=[CH:3][C:2]([NH:1][S:30]([CH3:29])(=[O:32])=[O:31])=[CH:7][CH:6]=3)[C:9]2=[S:28])=[CH:17][C:18]=1[C:24]([F:26])([F:27])[F:25])#[N:21], predict the reactants needed to synthesize it. The reactants are: [NH2:1][C:2]1[CH:7]=[CH:6][C:5]([N:8]2[C:12]([CH3:14])([CH3:13])[C:11](=[O:15])[N:10]([C:16]3[CH:23]=[CH:22][C:19]([C:20]#[N:21])=[C:18]([C:24]([F:27])([F:26])[F:25])[CH:17]=3)[C:9]2=[S:28])=[CH:4][CH:3]=1.[CH3:29][S:30](Cl)(=[O:32])=[O:31].N1C=CC=CC=1. (2) Given the product [Cl:1][C:2]1[CH:3]=[C:4]2[C:10]([NH:11][C:30]([C:28]3[CH:27]=[N:26][N:25]([CH2:24][C:23]4[CH:33]=[CH:34][C:20]([F:19])=[CH:21][CH:22]=4)[CH:29]=3)=[O:31])=[CH:9][NH:8][C:5]2=[N:6][CH:7]=1, predict the reactants needed to synthesize it. The reactants are: [Cl:1][C:2]1[CH:3]=[C:4]2[C:10]([NH2:11])=[CH:9][NH:8][C:5]2=[N:6][CH:7]=1.CCN(CC)CC.[F:19][C:20]1[CH:34]=[CH:33][C:23]([CH2:24][N:25]2[CH:29]=[C:28]([C:30](O)=[O:31])[CH:27]=[N:26]2)=[CH:22][CH:21]=1.CN(C(ON1N=NC2C=CC=NC1=2)=[N+](C)C)C.F[P-](F)(F)(F)(F)F. (3) Given the product [Cl:1][C:2]1[CH:13]=[CH:12][C:5](/[CH:6]=[CH:7]/[S:8]([NH:17][C:16]2[CH:18]=[CH:19][CH:20]=[CH:21][C:15]=2[Cl:14])(=[O:10])=[O:9])=[CH:4][CH:3]=1, predict the reactants needed to synthesize it. The reactants are: [Cl:1][C:2]1[CH:13]=[CH:12][C:5](/[CH:6]=[CH:7]/[S:8](Cl)(=[O:10])=[O:9])=[CH:4][CH:3]=1.[Cl:14][C:15]1[CH:21]=[CH:20][CH:19]=[CH:18][C:16]=1[NH2:17].